Regression. Given a peptide amino acid sequence and an MHC pseudo amino acid sequence, predict their binding affinity value. This is MHC class II binding data. From a dataset of Peptide-MHC class II binding affinity with 134,281 pairs from IEDB. The peptide sequence is APGDSPNTDGIHIGD. The MHC is DRB1_1602 with pseudo-sequence DRB1_1602. The binding affinity (normalized) is 0.